Dataset: Reaction yield outcomes from USPTO patents with 853,638 reactions. Task: Predict the reaction yield, written as a fraction of the theoretical maximum amount of product (1.0 means a 100% yield; for example, 0.34 means a 34% yield). (1) The reactants are [C:1]([NH:9][C:10]1[S:11][C:12]([C:16]([O:18]CC)=[O:17])=[C:13]([CH3:15])[N:14]=1)(=[O:8])[C:2]1[CH:7]=[CH:6][N:5]=[CH:4][CH:3]=1.[OH-].[Na+]. The catalyst is CO.O. The product is [C:1]([NH:9][C:10]1[S:11][C:12]([C:16]([OH:18])=[O:17])=[C:13]([CH3:15])[N:14]=1)(=[O:8])[C:2]1[CH:7]=[CH:6][N:5]=[CH:4][CH:3]=1. The yield is 0.890. (2) The reactants are [CH3:1][O:2][C:3]1[CH:12]=[CH:11][C:10]2[C:5](=[CH:6][CH:7]=[C:8]([C:13]3[CH:18]=[CH:17][C:16]([O:19][CH3:20])=[CH:15][CH:14]=3)[CH:9]=2)[CH:4]=1.C(O)(=O)C.[Br:25]Br. The catalyst is O. The product is [Br:25][C:4]1[C:5]2[C:10](=[CH:9][C:8]([C:13]3[CH:18]=[CH:17][C:16]([O:19][CH3:20])=[CH:15][CH:14]=3)=[CH:7][CH:6]=2)[CH:11]=[CH:12][C:3]=1[O:2][CH3:1]. The yield is 0.900. (3) The reactants are [CH3:1][O:2][C:3]1[CH:8]=[CH:7][C:6]([NH:9][C:10](=[O:17])[NH:11][CH2:12][C:13]([O:15]C)=[O:14])=[CH:5][CH:4]=1.[OH-].[Na+]. The catalyst is CO. The product is [CH3:1][O:2][C:3]1[CH:4]=[CH:5][C:6]([NH:9][C:10](=[O:17])[NH:11][CH2:12][C:13]([OH:15])=[O:14])=[CH:7][CH:8]=1. The yield is 1.00. (4) The reactants are C(=O)([O-])[O-].[Na+].[Na+].[NH2:7][C:8]1[CH:16]=[C:15]([O:17][CH3:18])[C:14]([O:19][CH3:20])=[CH:13][C:9]=1[C:10]([OH:12])=[O:11].[Cl:21][C:22]1[CH:27]=[CH:26][C:25]([S:28](Cl)(=[O:30])=[O:29])=[CH:24][CH:23]=1. The catalyst is O. The product is [Cl:21][C:22]1[CH:27]=[CH:26][C:25]([S:28]([NH:7][C:8]2[CH:16]=[C:15]([O:17][CH3:18])[C:14]([O:19][CH3:20])=[CH:13][C:9]=2[C:10]([OH:12])=[O:11])(=[O:30])=[O:29])=[CH:24][CH:23]=1. The yield is 0.550. (5) No catalyst specified. The product is [F:27][C:28]1([F:34])[CH2:33][CH2:32][N:31]([C:21]([C:18]2[CH:17]=[CH:16][C:15]([O:14][CH2:13][C:12]3[C:8]([C:5]4[CH:6]=[CH:7][C:2]([F:1])=[CH:3][CH:4]=4)=[N:9][O:10][C:11]=3[CH2:24][OH:25])=[CH:20][N:19]=2)=[O:23])[CH2:30][CH2:29]1. The yield is 0.310. The reactants are [F:1][C:2]1[CH:7]=[CH:6][C:5]([C:8]2[C:12]([CH2:13][O:14][C:15]3[CH:16]=[CH:17][C:18]([C:21]([OH:23])=O)=[N:19][CH:20]=3)=[C:11]([CH2:24][OH:25])[O:10][N:9]=2)=[CH:4][CH:3]=1.Cl.[F:27][C:28]1([F:34])[CH2:33][CH2:32][NH:31][CH2:30][CH2:29]1. (6) The reactants are [CH3:1][CH:2]([CH3:32])[CH2:3][CH:4]([C:10]1[CH:11]=[C:12]([C:22]2[CH:27]=[CH:26][C:25]([C:28]([F:31])([F:30])[F:29])=[CH:24][CH:23]=2)[C:13]([O:16][CH2:17][C:18]([F:21])([F:20])[F:19])=[CH:14][CH:15]=1)[C:5]([O:7]CC)=[O:6].O.[OH-].[Li+]. The catalyst is CO.C1COCC1.O. The product is [CH3:1][CH:2]([CH3:32])[CH2:3][CH:4]([C:10]1[CH:11]=[C:12]([C:22]2[CH:27]=[CH:26][C:25]([C:28]([F:29])([F:30])[F:31])=[CH:24][CH:23]=2)[C:13]([O:16][CH2:17][C:18]([F:20])([F:19])[F:21])=[CH:14][CH:15]=1)[C:5]([OH:7])=[O:6]. The yield is 0.500.